This data is from Reaction yield outcomes from USPTO patents with 853,638 reactions. The task is: Predict the reaction yield, written as a fraction of the theoretical maximum amount of product (1.0 means a 100% yield; for example, 0.34 means a 34% yield). (1) The reactants are [F:1][C:2]1[CH:7]=[C:6]([S:8][CH3:9])[CH:5]=[CH:4][C:3]=1[NH2:10].[Li+].C[Si]([N-][Si](C)(C)C)(C)C.C[O:22][CH:23](OC)[C:24]1[C:25](F)=[C:26]([CH:30]=[CH:31][C:32]=1[F:33])[C:27]([OH:29])=[O:28]. The catalyst is C1COCC1. The product is [F:33][C:32]1[CH:31]=[CH:30][C:26]([C:27]([OH:29])=[O:28])=[C:25]([NH:10][C:3]2[CH:4]=[CH:5][C:6]([S:8][CH3:9])=[CH:7][C:2]=2[F:1])[C:24]=1[CH:23]=[O:22]. The yield is 0.100. (2) The reactants are [OH-].[Na+].Cl.Cl.[NH2:5][CH2:6][CH2:7][O:8][CH2:9][CH2:10][NH2:11].[CH3:12][C:13]([O:16][C:17](O[C:17]([O:16][C:13]([CH3:15])([CH3:14])[CH3:12])=[O:18])=[O:18])([CH3:15])[CH3:14]. The catalyst is CO.C1COCC1. The product is [NH2:5][CH2:6][CH2:7][O:8][CH2:9][CH2:10][NH:11][C:17](=[O:18])[O:16][C:13]([CH3:15])([CH3:14])[CH3:12]. The yield is 0.740. (3) The reactants are [CH2:1]([O:3][C:4]([C:6]1[N:7]=[C:8]2[C:13]([C:14]([F:17])([F:16])[F:15])=[CH:12][C:11](Br)=[CH:10][N:9]2[C:19]=1[N+:20]([O-:22])=[O:21])=[O:5])[CH3:2].[O:23]1[CH:27]=[CH:26][C:25](B(O)O)=[CH:24]1. The catalyst is [O-]P([O-])([O-])=O.[K+].[K+].[K+].O1CCOCC1.CCOC(C)=O.C1C=CC([P]([Pd]([P](C2C=CC=CC=2)(C2C=CC=CC=2)C2C=CC=CC=2)([P](C2C=CC=CC=2)(C2C=CC=CC=2)C2C=CC=CC=2)[P](C2C=CC=CC=2)(C2C=CC=CC=2)C2C=CC=CC=2)(C2C=CC=CC=2)C2C=CC=CC=2)=CC=1. The product is [CH2:1]([O:3][C:4]([C:6]1[N:7]=[C:8]2[C:13]([C:14]([F:17])([F:16])[F:15])=[CH:12][C:11]([C:25]3[CH:26]=[CH:27][O:23][CH:24]=3)=[CH:10][N:9]2[C:19]=1[N+:20]([O-:22])=[O:21])=[O:5])[CH3:2]. The yield is 0.490. (4) The reactants are [Li]CCCC.Br[C:7]1[C:15]2[O:14][CH2:13][O:12][C:11]=2[CH:10]=[CH:9][CH:8]=1.[B:16](OC(C)C)([O:21]C(C)C)[O:17]C(C)C.Cl.[OH-].[Na+]. The catalyst is O1CCCC1. The product is [O:12]1[C:11]2[CH:10]=[CH:9][CH:8]=[C:7]([B:16]([OH:21])[OH:17])[C:15]=2[O:14][CH2:13]1. The yield is 0.690. (5) The reactants are [C:1]([C:5]1[CH:10]=[CH:9][C:8]([N+:11]([O-])=O)=[CH:7][C:6]=1[OH:14])([CH3:4])([CH3:3])[CH3:2].C([O-])=O.[NH4+]. The catalyst is CCO.[Pd]. The product is [C:1]([C:5]1[CH:10]=[CH:9][C:8]([NH2:11])=[CH:7][C:6]=1[OH:14])([CH3:4])([CH3:2])[CH3:3]. The yield is 0.870. (6) The reactants are [F:1][C:2]1[CH:7]=[C:6]([F:8])[CH:5]=[CH:4][C:3]=1[N:9]1[C:17](=[O:18])[C:16]2[C@H:15]3[C:19]([CH3:21])([CH3:20])[C@:12]([CH3:22])([CH2:13][CH2:14]3)[C:11]=2[NH:10]1.I[CH3:24]. The catalyst is CN1CCCC1.C(OCC)(=O)C. The product is [F:1][C:2]1[CH:7]=[C:6]([F:8])[CH:5]=[CH:4][C:3]=1[N:9]1[C:17](=[O:18])[C:16]2[C@H:15]3[C:19]([CH3:21])([CH3:20])[C@:12]([CH3:22])([CH2:13][CH2:14]3)[C:11]=2[N:10]1[CH3:24]. The yield is 0.650. (7) The reactants are C([N:8]1[CH2:13][CH2:12][CH:11]([N:14]2[CH2:18][C:17]3=[CH:19][N:20]=[C:21]([CH2:22][N:23]([CH3:25])[CH3:24])[N:16]3[C:15]2=[O:26])[CH2:10][CH2:9]1)C1C=CC=CC=1.C([O-])=O.[NH4+]. The catalyst is CO.[C].[Pd]. The product is [CH3:25][N:23]([CH2:22][C:21]1[N:16]2[C:15](=[O:26])[N:14]([CH:11]3[CH2:12][CH2:13][NH:8][CH2:9][CH2:10]3)[CH2:18][C:17]2=[CH:19][N:20]=1)[CH3:24]. The yield is 0.870. (8) The reactants are [C:1]([NH2:9])(=[O:8])[C:2]1[CH:7]=[CH:6][CH:5]=[CH:4][CH:3]=1.C([O-])([O-])=O.[K+].[K+].[C@@H]1(N)CCCC[C@H]1N.Br[C:25]1[CH:30]=[CH:29][CH:28]=[CH:27][C:26]=1[O:31][CH3:32]. The catalyst is [Cu]I.O1CCOCC1. The product is [CH3:32][O:31][C:26]1[CH:27]=[CH:28][CH:29]=[CH:30][C:25]=1[NH:9][C:1](=[O:8])[C:2]1[CH:7]=[CH:6][CH:5]=[CH:4][CH:3]=1. The yield is 0.830. (9) The reactants are N1C=CC=CC=1.[CH3:7][O:8][C:9]1[CH:14]=[CH:13][C:12]([CH2:15][CH2:16][CH2:17][CH2:18][OH:19])=[CH:11][CH:10]=1.[C:20]1([CH3:30])[CH:25]=[CH:24][C:23]([S:26](Cl)(=[O:28])=[O:27])=[CH:22][CH:21]=1. The product is [CH3:7][O:8][C:9]1[CH:14]=[CH:13][C:12]([CH2:15][CH2:16][CH2:17][CH2:18][O:19][S:26]([C:23]2[CH:24]=[CH:25][C:20]([CH3:30])=[CH:21][CH:22]=2)(=[O:28])=[O:27])=[CH:11][CH:10]=1. The catalyst is C(Cl)(Cl)Cl. The yield is 0.660.